From a dataset of Forward reaction prediction with 1.9M reactions from USPTO patents (1976-2016). Predict the product of the given reaction. (1) Given the reactants [NH:1]1[CH2:4][CH:3]([C:5]([OH:7])=[O:6])[CH2:2]1.[C:8](O[C:8]([O:10][C:11]([CH3:14])([CH3:13])[CH3:12])=[O:9])([O:10][C:11]([CH3:14])([CH3:13])[CH3:12])=[O:9], predict the reaction product. The product is: [C:11]([O:10][C:8]([N:1]1[CH2:4][CH:3]([C:5]([OH:7])=[O:6])[CH2:2]1)=[O:9])([CH3:14])([CH3:13])[CH3:12]. (2) Given the reactants [CH3:1][N:2]1[C:6]([CH3:7])=[C:5]([C:8]([NH:10][C:11]2[N:16]=[CH:15][C:14]([O:17][C:18]3[CH:23]=[CH:22][N:21]=[C:20](C(N)=O)[CH:19]=3)=[CH:13][CH:12]=2)=[O:9])[C:4](=[O:27])[N:3]1[C:28]1[CH:33]=[CH:32][CH:31]=[CH:30][CH:29]=1.C(OI(C1C=CC=CC=1)OC(=O)C)(=O)C.CC#[N:51], predict the reaction product. The product is: [NH2:51][C:20]1[CH:19]=[C:18]([O:17][C:14]2[CH:13]=[CH:12][C:11]([NH:10][C:8]([C:5]3[C:4](=[O:27])[N:3]([C:28]4[CH:29]=[CH:30][CH:31]=[CH:32][CH:33]=4)[N:2]([CH3:1])[C:6]=3[CH3:7])=[O:9])=[N:16][CH:15]=2)[CH:23]=[CH:22][N:21]=1.